Dataset: Full USPTO retrosynthesis dataset with 1.9M reactions from patents (1976-2016). Task: Predict the reactants needed to synthesize the given product. (1) Given the product [Cl:8][C:7]1[C:2]([N:16]2[CH2:21][CH2:20][CH:19]([C:22]([OH:24])=[O:23])[CH2:18][CH2:17]2)=[N:3][CH:4]=[C:5]([C:9]2[O:10][C:11]([CH2:14][CH3:15])=[CH:12][N:13]=2)[CH:6]=1, predict the reactants needed to synthesize it. The reactants are: Cl[C:2]1[C:7]([Cl:8])=[CH:6][C:5]([C:9]2[O:10][C:11]([CH2:14][CH3:15])=[CH:12][N:13]=2)=[CH:4][N:3]=1.[NH:16]1[CH2:21][CH2:20][CH:19]([C:22]([OH:24])=[O:23])[CH2:18][CH2:17]1.CCN(C(C)C)C(C)C. (2) Given the product [C:29]([O:28][C:26](=[O:27])[N:14]([CH2:13][C:12]1[CH:23]=[CH:24][C:9]([O:8][Si:1]([C:4]([CH3:7])([CH3:6])[CH3:5])([CH3:3])[CH3:2])=[CH:10][C:11]=1[F:25])[C:15]1[CH:16]=[CH:17][C:18]([O:21][CH3:22])=[CH:19][CH:20]=1)([CH3:32])([CH3:31])[CH3:30], predict the reactants needed to synthesize it. The reactants are: [Si:1]([O:8][C:9]1[CH:24]=[CH:23][C:12]([CH2:13][NH:14][C:15]2[CH:20]=[CH:19][C:18]([O:21][CH3:22])=[CH:17][CH:16]=2)=[C:11]([F:25])[CH:10]=1)([C:4]([CH3:7])([CH3:6])[CH3:5])([CH3:3])[CH3:2].[C:26](O[C:26]([O:28][C:29]([CH3:32])([CH3:31])[CH3:30])=[O:27])([O:28][C:29]([CH3:32])([CH3:31])[CH3:30])=[O:27].CCN(CC)CC. (3) The reactants are: [F:1][C:2]1[CH:7]=[CH:6][C:5]([CH:8]([C:48]2[CH:53]=[CH:52][C:51]([F:54])=[CH:50][CH:49]=2)[C@@H:9]([NH:43][C:44]([O:46][CH3:47])=[O:45])[C:10]([NH:12][CH:13]2[CH2:15][CH:14]2[CH2:16][CH2:17][C@@H:18]2[N:23]([S:24]([C:27]3[CH:32]=[CH:31][CH:30]=[CH:29][CH:28]=3)(=[O:26])=[O:25])[CH2:22][CH2:21][N:20](C(OCC3C=CC=CC=3)=O)[CH2:19]2)=[O:11])=[CH:4][CH:3]=1. Given the product [F:54][C:51]1[CH:52]=[CH:53][C:48]([CH:8]([C:5]2[CH:4]=[CH:3][C:2]([F:1])=[CH:7][CH:6]=2)[C@@H:9]([NH:43][C:44](=[O:45])[O:46][CH3:47])[C:10](=[O:11])[NH:12][CH:13]2[CH2:15][CH:14]2[CH2:16][CH2:17][C@H:18]2[CH2:19][NH:20][CH2:21][CH2:22][N:23]2[S:24]([C:27]2[CH:32]=[CH:31][CH:30]=[CH:29][CH:28]=2)(=[O:26])=[O:25])=[CH:49][CH:50]=1, predict the reactants needed to synthesize it. (4) Given the product [CH2:19]1[CH2:20][CH:18]1[CH:16]1[C:15](=[O:21])[NH:14][C:13]2[CH:22]=[C:9]([NH:8][C:6]3[C:5]([F:23])=[CH:4][N:3]=[C:2]([NH:24][C:25]4[CH:33]=[C:32]5[C:28]([CH:29]=[N:30][NH:31]5)=[CH:27][CH:26]=4)[N:7]=3)[CH:10]=[CH:11][C:12]=2[O:17]1, predict the reactants needed to synthesize it. The reactants are: Cl[C:2]1[N:7]=[C:6]([NH:8][C:9]2[CH:10]=[CH:11][C:12]3[O:17][CH:16]([CH:18]4[CH2:20][CH2:19]4)[C:15](=[O:21])[NH:14][C:13]=3[CH:22]=2)[C:5]([F:23])=[CH:4][N:3]=1.[NH2:24][C:25]1[CH:33]=[C:32]2[C:28]([CH:29]=[N:30][NH:31]2)=[CH:27][CH:26]=1. (5) Given the product [Cl:3][C:4]1[CH:5]=[C:6]2[C:10](=[CH:11][CH:12]=1)[N:9]([CH2:14][CH2:15][C:16]([OH:18])=[O:17])[CH:8]=[CH:7]2, predict the reactants needed to synthesize it. The reactants are: [OH-].[K+].[Cl:3][C:4]1[CH:5]=[C:6]2[C:10](=[CH:11][CH:12]=1)[NH:9][CH:8]=[CH:7]2.Br[CH2:14][CH2:15][C:16]([O:18]C)=[O:17].